From a dataset of Forward reaction prediction with 1.9M reactions from USPTO patents (1976-2016). Predict the product of the given reaction. (1) Given the reactants [N:1]1O[C:3]([O-])=[C:4]2[CH2:9][CH2:8][CH2:7][CH2:6][N+:5]=12.[F:11][C:12]1[CH:17]=[CH:16][C:15]([C:18]#C)=[CH:14][CH:13]=1, predict the reaction product. The product is: [F:11][C:12]1[CH:17]=[CH:16][C:15]([C:18]2[CH:3]=[C:4]3[CH2:9][CH2:8][CH2:7][CH2:6][N:5]3[N:1]=2)=[CH:14][CH:13]=1. (2) Given the reactants [C:1]([O:5][C:6](=[O:14])[NH:7][CH:8]1[CH2:12][O:11][NH:10][C:9]1=[O:13])([CH3:4])([CH3:3])[CH3:2].[CH3:15]C(C)([O-])C.[K+].C(I)I.O, predict the reaction product. The product is: [C:1]([O:5][C:6](=[O:14])[NH:7][C@@H:8]1[CH2:12][O:11][N:10]([CH3:15])[C:9]1=[O:13])([CH3:4])([CH3:2])[CH3:3]. (3) Given the reactants [Cl:1][C:2]1[CH:3]=[C:4]2[C:9](=[CH:10][C:11]=1[C:12]([N:14]1[CH2:18][CH2:17][CH2:16][CH2:15]1)=[O:13])[N:8]=[CH:7][N:6]=[C:5]2[NH:19][CH:20]([C:26]1[N:30](C(OC(C)(C)C)=O)[C:29]2[CH:38]=[CH:39][C:40]([Cl:42])=[CH:41][C:28]=2[N:27]=1)[CH2:21][CH2:22][C:23]([OH:25])=O.[CH3:43][N:44](C(ON1N=NC2C=CC=CC1=2)=[N+](C)C)[CH3:45].[B-](F)(F)(F)F.F[C:66](F)(F)[C:67](O)=O.[C:72](#[N:74])C.O1CCCC1, predict the reaction product. The product is: [Cl:1][C:2]1[CH:3]=[C:4]2[C:9](=[CH:10][C:11]=1[C:12]([N:14]1[CH2:15][CH2:16][CH2:17][CH2:18]1)=[O:13])[N:8]=[CH:7][N:6]=[C:5]2[NH:19][CH:20]([C:26]1[NH:30][C:29]2[CH:38]=[CH:39][C:40]([Cl:42])=[CH:41][C:28]=2[N:27]=1)[CH2:21][CH2:22][C:23]([N:74]([CH2:66][CH2:67][N:44]([CH3:45])[CH3:43])[CH3:72])=[O:25]. (4) Given the reactants C(OC([N:8]1[C@H:13]([C:14]([O:16][CH2:17][CH:18]=[CH2:19])=[O:15])[CH2:12][C@@H:11]2[C@H:9]1[CH2:10]2)=O)(C)(C)C.[ClH:20].O1CCOCC1, predict the reaction product. The product is: [ClH:20].[CH2:17]([O:16][C:14]([C@@H:13]1[CH2:12][C@@H:11]2[C@@H:9]([CH2:10]2)[NH:8]1)=[O:15])[CH:18]=[CH2:19].